Task: Predict the product of the given reaction.. Dataset: Forward reaction prediction with 1.9M reactions from USPTO patents (1976-2016) Given the reactants Cl[C:2]1[N:3]=[C:4]([NH:27][C:28]2[CH:33]=[CH:32][C:31]([F:34])=[CH:30][CH:29]=2)[C:5]2[C:10]([C:11]3[CH:16]=[CH:15][N:14]=[CH:13][CH:12]=3)=[CH:9][N:8](S(C3C=CC(C)=CC=3)(=O)=O)[C:6]=2[N:7]=1.[NH2:35][C:36]1[CH:37]=[C:38]2[C:43](=[CH:44][CH:45]=1)[N:42]([CH3:46])[C:41](=[O:47])[CH2:40][CH2:39]2.C[Si](Cl)(C)C, predict the reaction product. The product is: [F:34][C:31]1[CH:30]=[CH:29][C:28]([NH:27][C:4]2[C:5]3[C:10]([C:11]4[CH:12]=[CH:13][N:14]=[CH:15][CH:16]=4)=[CH:9][NH:8][C:6]=3[N:7]=[C:2]([NH:35][C:36]3[CH:37]=[C:38]4[C:43](=[CH:44][CH:45]=3)[N:42]([CH3:46])[C:41](=[O:47])[CH2:40][CH2:39]4)[N:3]=2)=[CH:33][CH:32]=1.